This data is from Full USPTO retrosynthesis dataset with 1.9M reactions from patents (1976-2016). The task is: Predict the reactants needed to synthesize the given product. (1) Given the product [CH3:22][N:23]1[C:27]([C:2]2[C:3]([O:8][C:9]3[CH:14]=[CH:13][C:12]([NH:15][C:16]4[CH:21]=[CH:20][CH:19]=[CH:18][N:17]=4)=[CH:11][CH:10]=3)=[N:4][CH:5]=[CH:6][N:7]=2)=[CH:26][N:25]=[CH:24]1, predict the reactants needed to synthesize it. The reactants are: Cl[C:2]1[C:3]([O:8][C:9]2[CH:14]=[CH:13][C:12]([NH:15][C:16]3[CH:21]=[CH:20][CH:19]=[CH:18][N:17]=3)=[CH:11][CH:10]=2)=[N:4][CH:5]=[CH:6][N:7]=1.[CH3:22][N:23]1[C:27]([Sn](CCCC)(CCCC)CCCC)=[CH:26][N:25]=[CH:24]1. (2) Given the product [CH3:46][C:39]1[C:40]2[C:45](=[CH:44][CH:43]=[CH:42][CH:41]=2)[C:36]([C:21]2[CH:20]=[C:19]([C:16]3[N:15]=[N:14][NH:18][N:17]=3)[CH:24]=[C:23]([C:25]3[C:34]4[C:29](=[CH:30][CH:31]=[CH:32][CH:33]=4)[C:28]([CH3:35])=[CH:27][CH:26]=3)[CH:22]=2)=[CH:37][CH:38]=1, predict the reactants needed to synthesize it. The reactants are: C([N:14]1[N:18]=[N:17][C:16]([C:19]2[CH:24]=[C:23]([C:25]3[C:34]4[C:29](=[CH:30][CH:31]=[CH:32][CH:33]=4)[C:28]([CH3:35])=[CH:27][CH:26]=3)[CH:22]=[C:21]([C:36]3[C:45]4[C:40](=[CH:41][CH:42]=[CH:43][CH:44]=4)[C:39]([CH3:46])=[CH:38][CH:37]=3)[CH:20]=2)=[N:15]1)(C1C=CC=CC=1)C1C=CC=CC=1.C1(OC)C=CC=CC=1.C(O)(C(F)(F)F)=O. (3) Given the product [ClH:27].[CH2:25]1[O:26][C:18]2[CH:17]=[CH:16][C:21]([C@@H:22]3[C:5]4[NH:6][C:7]5[C:12]([C:4]=4[CH2:3][C@H:2]([C:13]([O:15][CH2:28][CH3:29])=[O:14])[NH:1]3)=[CH:11][CH:10]=[CH:9][CH:8]=5)=[CH:20][C:19]=2[O:24]1, predict the reactants needed to synthesize it. The reactants are: [NH2:1][C@@H:2]([C:13]([OH:15])=[O:14])[CH2:3][C:4]1[C:12]2[C:7](=[CH:8][CH:9]=[CH:10][CH:11]=2)[NH:6][CH:5]=1.[CH:16]1[C:21]([CH:22]=O)=[CH:20][C:19]2[O:24][CH2:25][O:26][C:18]=2[CH:17]=1.[ClH:27].[CH2:28](O)[CH3:29].